This data is from Full USPTO retrosynthesis dataset with 1.9M reactions from patents (1976-2016). The task is: Predict the reactants needed to synthesize the given product. (1) The reactants are: [OH:1][C:2]1[C:3](=[O:18])[N:4]([CH3:17])[C:5]2[C:10]([C:11]=1[C:12]([O:14][CH2:15][CH3:16])=[O:13])=[CH:9][CH:8]=[CH:7][CH:6]=2.[C:19]1(N2[C:24]3[C:19](=[CH:20][CH:21]=C[CH:23]=3)C(=O)C2=O)[CH:24]=[CH:23]C=[CH:21][CH:20]=1. Given the product [OH:1][C:2]1[C:3](=[O:18])[N:4]([C:17]2[CH:23]=[CH:24][CH:19]=[CH:20][CH:21]=2)[C:5]2[C:10]([C:11]=1[C:12]([O:14][CH2:15][CH3:16])=[O:13])=[CH:9][CH:8]=[CH:7][CH:6]=2, predict the reactants needed to synthesize it. (2) The reactants are: [OH:1][CH2:2][CH:3]1[CH2:8][CH2:7][CH2:6][CH:5]([NH:9][C:10](=[O:16])[O:11][C:12]([CH3:15])([CH3:14])[CH3:13])[CH2:4]1.CCN(CC)CC.[CH3:24][S:25](Cl)(=[O:27])=[O:26]. Given the product [CH3:24][S:25]([O:1][CH2:2][CH:3]1[CH2:8][CH2:7][CH2:6][CH:5]([NH:9][C:10]([O:11][C:12]([CH3:13])([CH3:15])[CH3:14])=[O:16])[CH2:4]1)(=[O:27])=[O:26], predict the reactants needed to synthesize it.